From a dataset of Peptide-MHC class I binding affinity with 185,985 pairs from IEDB/IMGT. Regression. Given a peptide amino acid sequence and an MHC pseudo amino acid sequence, predict their binding affinity value. This is MHC class I binding data. (1) The peptide sequence is PGMQIRGFVY. The MHC is HLA-A29:02 with pseudo-sequence HLA-A29:02. The binding affinity (normalized) is 0.335. (2) The peptide sequence is TAALVVAQLL. The MHC is Patr-B0101 with pseudo-sequence Patr-B0101. The binding affinity (normalized) is 0.235. (3) The MHC is HLA-B18:01 with pseudo-sequence HLA-B18:01. The peptide sequence is AEFKSRFFVM. The binding affinity (normalized) is 0.666.